This data is from Reaction yield outcomes from USPTO patents with 853,638 reactions. The task is: Predict the reaction yield, written as a fraction of the theoretical maximum amount of product (1.0 means a 100% yield; for example, 0.34 means a 34% yield). (1) The reactants are [CH3:1][O:2][C:3]1[CH:8]=[CH:7][C:6]([C:9]2[C:17]3[C:12](=[CH:13][CH:14]=[C:15]([C:18]#[N:19])[CH:16]=3)[NH:11][N:10]=2)=[CH:5][CH:4]=1.[OH:20]O.[OH-].[Na+].Cl. The catalyst is O.C(O)C. The product is [CH3:1][O:2][C:3]1[CH:4]=[CH:5][C:6]([C:9]2[C:17]3[C:12](=[CH:13][CH:14]=[C:15]([C:18]([NH2:19])=[O:20])[CH:16]=3)[NH:11][N:10]=2)=[CH:7][CH:8]=1. The yield is 0.416. (2) The reactants are [S:1](Cl)([CH3:4])(=[O:3])=[O:2].[NH2:6][C:7]1[C:8]([CH3:29])=[C:9]([C:16]([C:18]2[CH:23]=[CH:22][C:21]([N+:24]([O-:26])=[O:25])=[C:20]([O:27][CH3:28])[CH:19]=2)=[O:17])[N:10]2[C:15]=1[CH:14]=[CH:13][CH:12]=[CH:11]2. The catalyst is N1C=CC=CC=1. The product is [CH3:28][O:27][C:20]1[CH:19]=[C:18]([CH:23]=[CH:22][C:21]=1[N+:24]([O-:26])=[O:25])[C:16]([C:9]1[N:10]2[C:15]([CH:14]=[CH:13][CH:12]=[CH:11]2)=[C:7]([NH:6][S:1]([CH3:4])(=[O:3])=[O:2])[C:8]=1[CH3:29])=[O:17]. The yield is 0.750. (3) The reactants are S(=O)(=O)(O)O.C(C1[O:11][C:12]2[C:18]([S:19]([N:22]3[CH2:27][CH2:26][N:25]([CH3:28])[CH2:24][CH2:23]3)(=[O:21])=[O:20])=[C:17]([Cl:29])[CH:16]=[CH:15][C:13]=2[N:14]=1)(C)(C)C. The catalyst is O.O1CCOCC1. The product is [NH2:14][C:13]1[C:12]([OH:11])=[C:18]([S:19]([N:22]2[CH2:27][CH2:26][N:25]([CH3:28])[CH2:24][CH2:23]2)(=[O:21])=[O:20])[C:17]([Cl:29])=[CH:16][CH:15]=1. The yield is 0.680. (4) The reactants are [C:1]([C:5]1[CH:10]=[CH:9][C:8]([C:11]2[C:19]3[C:14](=[CH:15][CH:16]=[CH:17][CH:18]=3)[N:13]([CH2:20][C:21]3[CH:22]=[C:23]([C:28]4[CH:33]=[CH:32][C:31]([OH:34])=[CH:30][CH:29]=4)[CH:24]=[CH:25][C:26]=3[CH3:27])[C:12]=2[C:35]([O:37]CC)=[O:36])=[CH:7][CH:6]=1)([CH3:4])([CH3:3])[CH3:2].[OH-].[Na+].Cl. The catalyst is C1COCC1.CO. The product is [CH3:4][C:1]([C:5]1[CH:6]=[CH:7][C:8]([C:11]2[C:19]3[C:14](=[CH:15][CH:16]=[CH:17][CH:18]=3)[N:13]([CH2:20][C:21]3[CH:22]=[C:23]([C:28]4[CH:33]=[CH:32][C:31]([OH:34])=[CH:30][CH:29]=4)[CH:24]=[CH:25][C:26]=3[CH3:27])[C:12]=2[C:35]([OH:37])=[O:36])=[CH:9][CH:10]=1)([CH3:2])[CH3:3]. The yield is 0.720. (5) The reactants are [F:1][C:2]([F:14])([F:13])[C:3]1[CH:12]=[CH:11][C:6]2[N:7]=[C:8]([NH2:10])[S:9][C:5]=2[CH:4]=1.[F:15][C:16]1[CH:24]=[CH:23][C:19]([C:20](Cl)=[O:21])=[CH:18][CH:17]=1.Br[CH:26]([CH2:31][CH3:32])[C:27]([O:29]C)=[O:28].COC1C=CC2N=C(N)SC=2C=1.ClC1C=C(C=CC=1)C(Cl)=O.BrCC(OCC)=O. No catalyst specified. The product is [F:15][C:16]1[CH:24]=[CH:23][C:19]([C:20]([N:10]=[C:8]2[N:7]([CH:26]([CH2:31][CH3:32])[C:27]([OH:29])=[O:28])[C:6]3[CH:11]=[CH:12][C:3]([C:2]([F:1])([F:13])[F:14])=[CH:4][C:5]=3[S:9]2)=[O:21])=[CH:18][CH:17]=1. The yield is 0.170.